This data is from Reaction yield outcomes from USPTO patents with 853,638 reactions. The task is: Predict the reaction yield, written as a fraction of the theoretical maximum amount of product (1.0 means a 100% yield; for example, 0.34 means a 34% yield). (1) The reactants are [NH2:1][C:2]1[C:3]([O:12][CH3:13])=[C:4]([CH:9]=[CH:10][CH:11]=1)[C:5]([O:7][CH3:8])=[O:6].[C:14]([O-:17])(O)=[O:15].[Na+].[CH2:19]1[CH2:23]OC[CH2:20]1. No catalyst specified. The product is [CH3:13][O:12][C:3]1[C:2]([NH:1][C:14]([O:17][CH2:23][CH:19]=[CH2:20])=[O:15])=[CH:11][CH:10]=[CH:9][C:4]=1[C:5]([O:7][CH3:8])=[O:6]. The yield is 0.800. (2) The reactants are [Li]CCCC.Br[C:7]1[C:15]2[C:14]([Cl:16])=[N:13][CH:12]=[N:11][C:10]=2[N:9]([CH:17]2[CH2:21][CH2:20][CH2:19][CH2:18]2)[CH:8]=1.[I:22][C:23]1[CH:24]=[C:25]([CH:32]=[CH:33][CH:34]=1)[C:26](N(OC)C)=[O:27]. The catalyst is C1COCC1. The product is [Cl:16][C:14]1[C:15]2[C:7]([C:26]([C:25]3[CH:32]=[CH:33][CH:34]=[C:23]([I:22])[CH:24]=3)=[O:27])=[CH:8][N:9]([CH:17]3[CH2:21][CH2:20][CH2:19][CH2:18]3)[C:10]=2[N:11]=[CH:12][N:13]=1. The yield is 0.490. (3) The reactants are C(OC(=O)[NH:5][C:6]1([C:9]2[CH:14]=[CH:13][CH:12]=[CH:11][CH:10]=2)[CH2:8][CH2:7]1)C.O.[OH-].[Na+]. The catalyst is C(O)CO. The product is [C:9]1([C:6]2([NH2:5])[CH2:8][CH2:7]2)[CH:14]=[CH:13][CH:12]=[CH:11][CH:10]=1. The yield is 0.0800.